Task: Predict the reaction yield, written as a fraction of the theoretical maximum amount of product (1.0 means a 100% yield; for example, 0.34 means a 34% yield).. Dataset: Reaction yield outcomes from USPTO patents with 853,638 reactions (1) The reactants are Cl.C[O:3][C:4]([C:6]1[CH:11]=[C:10]([Cl:12])[CH:9]=[CH:8][N:7]=1)=O.[CH3:13][NH2:14]. The catalyst is CO.O1CCCC1. The product is [CH3:13][NH:14][C:4]([C:6]1[CH:11]=[C:10]([Cl:12])[CH:9]=[CH:8][N:7]=1)=[O:3]. The yield is 0.805. (2) The reactants are [CH2:1]([O:4][C:5]1([CH3:38])[CH2:10][CH2:9][N:8]([C:11]2[N:16]3[N:17]=[C:18]([C:20]4[CH:25]=[CH:24][CH:23]=[C:22](Br)[CH:21]=4)[CH:19]=[C:15]3[N:14]=[C:13]([CH3:27])[C:12]=2[C@H:28]([O:33][C:34]([CH3:37])([CH3:36])[CH3:35])[C:29]([O:31][CH3:32])=[O:30])[CH2:7][CH2:6]1)[CH:2]=[CH2:3].[CH2:39]([C:43]1[CH:48]=[CH:47][CH:46]=[CH:45][C:44]=1B1OC(=O)CN(C)CC(=O)O1)[CH2:40][CH:41]=[CH2:42].C(=O)([O-])[O-].[Na+].[Na+]. The catalyst is CN(C=O)C.C1C=CC([P]([Pd]([P](C2C=CC=CC=2)(C2C=CC=CC=2)C2C=CC=CC=2)([P](C2C=CC=CC=2)(C2C=CC=CC=2)C2C=CC=CC=2)[P](C2C=CC=CC=2)(C2C=CC=CC=2)C2C=CC=CC=2)(C2C=CC=CC=2)C2C=CC=CC=2)=CC=1. The product is [CH2:1]([O:4][C:5]1([CH3:38])[CH2:10][CH2:9][N:8]([C:11]2[N:16]3[N:17]=[C:18]([C:20]4[CH:21]=[C:22]([C:44]5[CH:45]=[CH:46][CH:47]=[CH:48][C:43]=5[CH2:39][CH2:40][CH:41]=[CH2:42])[CH:23]=[CH:24][CH:25]=4)[CH:19]=[C:15]3[N:14]=[C:13]([CH3:27])[C:12]=2[C@H:28]([O:33][C:34]([CH3:37])([CH3:36])[CH3:35])[C:29]([O:31][CH3:32])=[O:30])[CH2:7][CH2:6]1)[CH:2]=[CH2:3]. The yield is 0.860.